From a dataset of Forward reaction prediction with 1.9M reactions from USPTO patents (1976-2016). Predict the product of the given reaction. (1) The product is: [Cl:55][C:56]1[CH:69]=[CH:68][C:59]([CH2:60][C:61]2([F:67])[CH2:62][CH2:63][N:64]([S:12]([C:15]3[C:16]([CH3:22])=[N:17][NH:18][C:19]=3[CH3:20])(=[O:14])=[O:13])[CH2:65][CH2:66]2)=[C:58]([F:70])[CH:57]=1. Given the reactants ClC1C=C(C=CC=1Cl)OC1CCN([S:12]([C:15]2[C:16]([CH3:22])=[N:17][N:18](C)[C:19]=2[CH3:20])(=[O:14])=[O:13])CC1.ClC1C=C(C=CC=1Cl)NCC1CCN(S(C2C(C)=NN(C)C=2C)(=O)=O)CC1.Cl.[Cl:55][C:56]1[CH:69]=[CH:68][C:59]([CH2:60][C:61]2([F:67])[CH2:66][CH2:65][NH:64][CH2:63][CH2:62]2)=[C:58]([F:70])[CH:57]=1, predict the reaction product. (2) Given the reactants [CH2:1]([NH2:4])[CH2:2][NH2:3].[Cl:5][C:6]1[CH:13]=[CH:12][C:9]([CH:10]=O)=[CH:8][CH:7]=1.C(=O)([O-])[O-].[K+].[K+].II.S([O-])([O-])=O.[Na+].[Na+], predict the reaction product. The product is: [Cl:5][C:6]1[CH:13]=[CH:12][C:9]([C:10]2[NH:3][CH2:2][CH2:1][N:4]=2)=[CH:8][CH:7]=1. (3) Given the reactants [Br:1][C:2]1[CH:7]=[C:6]([F:8])[CH:5]=[CH:4][C:3]=1[CH3:9].C1C(=O)N([Br:17])C(=O)C1, predict the reaction product. The product is: [Br:1][C:2]1[CH:7]=[C:6]([F:8])[CH:5]=[CH:4][C:3]=1[CH2:9][Br:17]. (4) Given the reactants [CH3:1][N:2]([CH3:47])[C:3]([C:5]1[N:6](S(C2C=CC(C)=CC=2)(=O)=O)[N:7]=[C:8]([C:10]2[CH:11]=[C:12]3[C:18]([C:19]4[CH:24]=[CH:23][CH:22]=[CH:21][C:20]=4[O:25][CH3:26])=[CH:17][N:16](S(C4C=CC(C)=CC=4)(=O)=O)[C:13]3=[N:14][CH:15]=2)[CH:9]=1)=[O:4].CN(C)C=O.[OH-].[K+].C(O)(=O)C, predict the reaction product. The product is: [CH3:1][N:2]([CH3:47])[C:3]([C:5]1[NH:6][N:7]=[C:8]([C:10]2[CH:11]=[C:12]3[C:18]([C:19]4[CH:24]=[CH:23][CH:22]=[CH:21][C:20]=4[O:25][CH3:26])=[CH:17][NH:16][C:13]3=[N:14][CH:15]=2)[CH:9]=1)=[O:4]. (5) Given the reactants N1CCCCC1.[CH:7](=O)[C:8]1[CH:13]=[CH:12][CH:11]=[CH:10][CH:9]=1.[C:15]([O:42][CH2:43][CH2:44][C:45]([F:63])([F:62])[C:46]([F:61])([F:60])[C:47]([F:59])([F:58])[C:48]([F:57])([F:56])[C:49]([F:55])([F:54])[C:50]([F:53])([F:52])[F:51])(=[O:41])[CH2:16][C:17]([O:19][CH2:20][CH2:21][C:22]([F:40])([F:39])[C:23]([F:38])([F:37])[C:24]([F:36])([F:35])[C:25]([F:34])([F:33])[C:26]([F:32])([F:31])[C:27]([F:30])([F:29])[F:28])=[O:18], predict the reaction product. The product is: [F:39][C:22]([F:40])([C:23]([F:37])([F:38])[C:24]([F:35])([F:36])[C:25]([F:33])([F:34])[C:26]([F:31])([F:32])[C:27]([F:28])([F:29])[F:30])[CH2:21][CH2:20][O:19][C:17](=[O:18])[C:16](=[CH:7][C:8]1[CH:13]=[CH:12][CH:11]=[CH:10][CH:9]=1)[C:15]([O:42][CH2:43][CH2:44][C:45]([F:62])([F:63])[C:46]([F:60])([F:61])[C:47]([F:58])([F:59])[C:48]([F:57])([F:56])[C:49]([F:55])([F:54])[C:50]([F:53])([F:52])[F:51])=[O:41]. (6) Given the reactants [F:1][C:2]1[C:6]([F:7])=[CH:5][N:4]([C:8]2[CH:13]=[CH:12][C:11]([N:14]3[CH:19]=[C:18]([O:20][CH3:21])[C:17](=[O:22])[C:16]([C:23]4[N:27]([C:28]5[CH:33]=[CH:32][CH:31]=[CH:30][CH:29]=5)[N:26]=[CH:25][CH:24]=4)=[N:15]3)=[C:10]([OH:34])[CH:9]=2)[CH:3]=1.FC(F)(F)S(O[CH2:41][C:42]([F:45])([F:44])[F:43])(=O)=O.C(=O)([O-])[O-].[K+].[K+].O, predict the reaction product. The product is: [F:1][C:2]1[C:6]([F:7])=[CH:5][N:4]([C:8]2[CH:13]=[CH:12][C:11]([N:14]3[CH:19]=[C:18]([O:20][CH3:21])[C:17](=[O:22])[C:16]([C:23]4[N:27]([C:28]5[CH:33]=[CH:32][CH:31]=[CH:30][CH:29]=5)[N:26]=[CH:25][CH:24]=4)=[N:15]3)=[C:10]([O:34][CH2:41][C:42]([F:45])([F:44])[F:43])[CH:9]=2)[CH:3]=1. (7) Given the reactants [CH3:1][C:2]1([C:10]([O:12][CH2:13][CH3:14])=[O:11])[CH2:5][C:4]2(OCC[O:6]2)[CH2:3]1.Cl.C(Cl)(=O)C(Cl)=O, predict the reaction product. The product is: [CH3:1][C:2]1([C:10]([O:12][CH2:13][CH3:14])=[O:11])[CH2:5][C:4](=[O:6])[CH2:3]1. (8) Given the reactants [CH3:1][C:2]1[CH:7]=[C:6]([NH2:8])[CH:5]=[CH:4][N:3]=1.C[Al](C)C.C([O:15][C:16]([C:18]1[N:19]=[C:20]([CH3:31])[S:21][C:22]=1[NH:23][C:24]([O:26][C:27]([CH3:30])([CH3:29])[CH3:28])=[O:25])=O)C.S([O-])([O-])(=O)=O.[Na+].[Na+], predict the reaction product. The product is: [C:27]([O:26][C:24](=[O:25])[NH:23][C:22]1[S:21][C:20]([CH3:31])=[N:19][C:18]=1[C:16](=[O:15])[NH:8][C:6]1[CH:5]=[CH:4][N:3]=[C:2]([CH3:1])[CH:7]=1)([CH3:30])([CH3:28])[CH3:29].